The task is: Regression. Given a target protein amino acid sequence and a drug SMILES string, predict the binding affinity score between them. We predict pKi (pKi = -log10(Ki in M); higher means stronger inhibition). Dataset: bindingdb_ki.. This data is from Drug-target binding data from BindingDB using Ki measurements. (1) The compound is CCCCN1CCC(COC(=O)c2cc(F)c(N)c3c2OCCO3)CC1. The target protein sequence is MLANNSTIALTSIKISLTFLMSLLAIAIMLGNVVVILAFIVDRNLRHRSNYFFLNLAIADFFVGAIAIPLYIPSSLTYWTSGKQACVFWLITDYLLCTASVYNIVLISYDRYQSVSNAVWYRAQHSGTWKIATQMVAVWIFSFMTNGPMILISDSWQNSTTECEPGFLKKWYFALPTSLLEFLIPILLVAYFSAHIYWSLWKREKLSRCLSHPVLPSDSSSSDHGHSCRQDPDSRATLPARKETTASLGSDKSRRKSSLLFSIRAYKNSNVIASKMGFLSHSDSLALQQREHIELFRARKLAKSLAILLAAFAICWAPYSLTTVIYSFFPERNLTKSTWYHTAFWLQWFNSFVNPFLYPLCHKRFQKAFLKILPVRRQSTPPHNRSIST. The pKi is 5.0. (2) The drug is O=C1c2ccccc2S(=O)(=O)N1CCCCN1CCN(c2cc(Cl)cc3c2OCCO3)CC1. The target protein sequence is MIGILFPAGAAPKYLCTYYDIVDYLNISSHDKLHTYILPKKDLQEPVEVTMDFFLVAILSVVEKLQTVSFYFVLNLEWQNPFATWNPRDFCNISEIVLPMDTYWSPPIFFLERVNGQNPELNYVVLMHNGSFNSTRPYQVTLTCSLIILKFPFDTQMCNLSVASFLYPVTDFVMKTRRTPAEIMEDSRSFILTDGEWKFTNLSIVEFTAMMDDKGFSVVTYVISMERRPTLYVLNLILPTCALYLLDMAVLFGPSSLEEKINFQIAIILGSSMLAVILNNSLPTSSNKPPIIVVFFLGTFLLMIMAVLDTFFLLYQQRKSLRLDKVLRSFQQDPQELPKRPMGTLAKGGPQLLPPPKKAQGQGQLTKRLWQLQELDPFLPVLEKVLLFSHLFLSLIFFTVVSIKWSS. The pKi is 6.0. (3) The compound is CN1[C@@H]2CC[C@@H]1[C@@H](c1cncc(-c3cccnc3F)c1)C2. The target protein (P04757) has sequence MGVVLLPPPLSMLMLVLMLLPAASASEAEHRLFQYLFEDYNEIIRPVANVSHPVIIQFEVSMSQLVKVDEVNQIMETNLWLKQIWNDYKLKWKPSDYQGVEFMRVPAEKIWKPDIVLYNNADGDFQVDDKTKALLKYTGEVTWIPPAIFKSSCKIDVTYFPFDYQNCTMKFGSWSYDKAKIDLVLIGSSMNLKDYWESGEWAIIKAPGYKHEIKYNCCEEIYQDITYSLYIRRLPLFYTINLIIPCLLISFLTVLVFYLPSDCGEKVTLCISVLLSLTVFLLVITETIPSTSLVIPLIGEYLLFTMIFVTLSIVITVFVLNVHYRTPTTHTMPTWVKAVFLNLLPRVMFMTRPTSGEGDTPKTRTFYGAELSNLNCFSRADSKSCKEGYPCQDGTCGYCHHRRVKISNFSANLTRSSSSESVNAVLSLSALSPEIKEAIQSVKYIAENMKAQNVAKEIQDDWKYVAMVIDRIFLWVFILVCILGTAGLFLQPLMARDDT. The pKi is 9.1. (4) The small molecule is CC(=O)N[C@H]1[C@H](O[C@H]2[C@@H](O)[C@@H](NC(C)=O)[C@H](O[C@@H]3[C@@H](CO)[C@@H]4OC(N(C)C)=N[C@@H]4[C@H]3O)O[C@@H]2CO)O[C@H](CO)[C@@H](O)[C@H]1O. The target protein (P29029) has sequence MSLLYIILLFTQFLLLPTDAFDRSANTNIAVYWGQNSAGTQESLATYCESSDADIFLLSFLNQFPTLGLNFANACSDTFSDGLLHCTQIAEDIETCQSLGKKVLLSLGGASGSYLFSDDSQAETFAQTLWDTFGEGTGASERPFDSAVVDGFDFDIENNNEVGYSALATKLRTLFAEGTKQYYLSAAPQCPYPDASVGDLLENADIDFAFIQFYNNYCSVSGQFNWDTWLTYAQTVSPNKNIKLFLGLPGSASAAGSGYISDTSLLESTIADIASSSSFGGIALWDASQAFSNELNGEPYVEILKNLLTSASQTATTTVATSKTSAASTSSASTSSASTSQKKTTQSTTSTQSKSKVTLSPTASSAIKTSITQTTKTLTSSTKTKSSLGTTTTESTLNSVAITSMKTTLSSQITSAALVTPQTTTTSIVSSAPIQTAITSTLSPATKSSSVVSLQTATTSTLSPTTTSTSSGSTSSGSTSSDSTARTLAKELNAQYAAGK.... The pKi is 6.2. (5) The small molecule is Cc1cc(OCCCc2c(C(=O)NS(=O)(=O)c3ccc(C(=O)NCc4ccncc4)o3)[nH]c3c(-c4c(C)nn(C)c4C)c(Cl)ccc23)cc(C)c1Cl. The target protein sequence is MFGLKRNAVIGLNLYCGGAGLGAGSGGATRPGGRLLATEKEASARREIGGGEAGAVIGGSAGASPPSTLTPDSRRVARPPPIGAEVPDVTATPARLLFFAPTRRAAPLEEMEAPAADAIMSPEEELDGYEPEPLGKRPAVLPLLELVGESGNNTSTDGSLPSTPPPAEEEEDELYRQSLEIISRYLREQATGAKDTKPMGRSGATSRKALETLRRVGDGVQRNHETAFQGMLRKLDIKNEDDVKSLSRVMIHVFSDGVTNWGRIVTLISFGAFVAKHLKTINQESCIEPLAESITDVLVRTKRDWLVKQRGWDGFVEFFHVEDLEGGIRNVLLAFAGVAGVGAGLAYLIR. The pKi is 8.1. (6) The drug is CC(C)[C@H](NC(=O)[C@H](CCCCN)NC(=O)[C@@H](Cc1c[nH]c2ccccc12)NC(=O)[C@H](Cc1ccc(O)cc1)NC(=O)[C@H](Cc1ccccc1)NC(=O)[C@H](N)Cc1ccccc1)C(=O)N[C@@H](Cc1ccccc1)C(=O)N[C@H](Cc1ccc2ccccc2c1)C(N)=O. The target protein (P30937) has sequence MNTPATLPLGGEDTTWTPGINASWAPDEEEDAVRSDGTGTAGMVTIQCIYALVCLVGLVGNALVIFVILRYAKMKTATNIYLLNLAVADELFMLSVPFVASAAALRHWPFGAVLCRAVLSVDGLNMFTSVFCLTVLSVDRYVAVVHPLRAATYRRPSVAKLINLGVWLASLLVTLPIAVFADTRPARGGEAVACNLHWPHPAWSAVFVIYTFLLGFLLPVLAIGLCYLLIVGKMRAVALRAGWQQRRRSEKKITRLVLMVVTVFVLCWMPFYVVQLLNLFVTSLDATVNHVSLILSYANSCANPILYGFLSDNFRRSFQRVLCLRCCLLETTGGAEEEPLDYYATALKSRGGPGCICPPLPCQQEPMQAEPACKRVPFTKTTTF. The pKi is 7.4. (7) The drug is NC1(C(=O)O)Cc2ccc(N(CCCl)CCCl)cc2C1. The target protein (Q63016) has sequence MAVAGAKRRAVAAPATTAAEEERQAREKMLEARRGDGADPEGEGVTLQRNITLINGVAIIVGTIIGSGIFVTPTGVLKEAGSPGLSLVVWAVCGVFSIVGALCYAELGTTISKSGGDYAYMLEVYGSLPAFLKLWIELLIIRPSSQYIVALVFATYLLKPVFPTCPVPEEAAKLVACLCVLLLTAVNCYSVKAATRVQDAFAAAKLLALALIILLGFIQMGKDIGQGDASNLHQKLSFEGTNLDVGNIVLALYSGLFAYGGWNYLNFVTEEMINPYRNLPLAIIISLPIVTLVYVLTNLAYFTTLSTNQMLTSEAVAVDFGNYHLGVMSWIIPVFVGLSCFGSVNGSLFTSSRLFFVGSREGHLPSILSMIHPQLLTPVPSLVFTCVMTLMYAFSRDIFSIINFFSFFNWLCVALAIIGMMWLRFKKPELERPIKVNLALPVFFILACLFLIAVSFWKTPLECGIGFAIILSGLPVYFFGVWWKNKPKWILQVIFSVTVL.... The pKi is 5.3. (8) The drug is CC(C)c1nc(CN(C)C(=O)N[C@H](C(=O)N[C@@H](Cc2ccccc2)C[C@H](O)[C@H](Cc2ccccc2)NC(=O)OCc2cncs2)C(C)C)cs1. The target protein sequence is PQVTLWQRPLVTIKIGGQLREALLDTGADDTIFEEISLPGRWKPKMIGGIGGFIKVRQYDQIPIEICGHKVIGTVLVGPTPANVIGRNLMTQIGCTLNF. The pKi is 6.8. (9) The small molecule is CCCC(=O)NC1CCCc2c1c1cc(OC)ccc1n2C. The target protein (P49288) has sequence MERPGSNGSCSGCRLEGGPAARAASGLAAVLIVTIVVDVLGNALVILSVLRNKKLRNAGNIFVVSLSVADLVVAVYPYPLILSAIFHNGWTMGNIHCQISGFLMGLSVIGSIFNITAIAINRYCYICHSLRYDKLFNLKNTCCYICLTWTLTVVAIVPNFFVGSLQYDPRIYSCTFAQTVSTSYTITVVVVHFIVPLSIVTFCYLRIWILVIQVKHRVRQDCKQKIRAADIRNFLTMFVVFVLFAVCWGPLNFIGLAVSINPSKVQPHIPEWLFVLSYFMAYFNSCLNAVIYGLLNQNFRKEYKRILLMLRTPRLLFIDVSKGGTEGLKSKPSPAVTNNNQAEIHL. The pKi is 9.3. (10) The drug is CC(C)CN(C[C@@H](O)[C@H](Cc1ccccc1)NC(=O)O[C@H]1CCOC1)S(=O)(=O)c1ccc(N)cc1. The target protein sequence is PQITLWQRPIVTVKIGGQLKEALLDTGADDTVIEDINLPGKWKPKMIGGIGGFVKVRQYDQIHIEICGKKAIGTVLVGPTPFNIIGRNMLTQIGCTLNF. The pKi is 7.6.